This data is from Forward reaction prediction with 1.9M reactions from USPTO patents (1976-2016). The task is: Predict the product of the given reaction. The product is: [CH2:11]([NH2:6])[CH2:10][CH2:9][CH2:8][CH2:7][CH2:2][CH2:1][CH3:3]. Given the reactants [CH2:1]([C:3](C)=O)[CH3:2].[N:6]1[CH:11]=[CH:10][CH:9]=[CH:8][CH:7]=1, predict the reaction product.